From a dataset of CYP2D6 inhibition data for predicting drug metabolism from PubChem BioAssay. Regression/Classification. Given a drug SMILES string, predict its absorption, distribution, metabolism, or excretion properties. Task type varies by dataset: regression for continuous measurements (e.g., permeability, clearance, half-life) or binary classification for categorical outcomes (e.g., BBB penetration, CYP inhibition). Dataset: cyp2d6_veith. (1) The molecule is COc1ccc(-n2c(CNc3ccc(C)cc3)nnc2SCC(=O)Nc2nc(-c3ccccc3)cs2)cc1. The result is 0 (non-inhibitor). (2) The drug is O=c1cc(-c2ccccc2)[nH]n1-c1ccc([N+](=O)[O-])cc1. The result is 0 (non-inhibitor). (3) The drug is COc1ccc(C2C(C(=O)N3CCOCC3)=C(C)NC3=C2C(=O)CC(C)(C)C3)c(OC)c1. The result is 0 (non-inhibitor). (4) The result is 1 (inhibitor). The drug is COc1ccccc1CN1CCC2(CCNCC2)CC1.